From a dataset of Full USPTO retrosynthesis dataset with 1.9M reactions from patents (1976-2016). Predict the reactants needed to synthesize the given product. (1) Given the product [C:1]([O:5][C@@H:6]([C:12]1[C:37]([CH3:38])=[CH:36][C:15]2[N:16]=[C:17]([C:19]3[CH:24]=[CH:23][N:22]=[C:21]([N:25]4[CH2:30][CH2:29][C:28]5[N:31]([CH3:35])[N:32]=[C:33]([CH3:34])[C:27]=5[CH2:26]4)[CH:20]=3)[S:18][C:14]=2[C:13]=1[C:39]1[CH:40]=[CH:41][C:42]([Cl:45])=[CH:43][CH:44]=1)[C:7]([OH:9])=[O:8])([CH3:4])([CH3:2])[CH3:3], predict the reactants needed to synthesize it. The reactants are: [C:1]([O:5][C@@H:6]([C:12]1[C:37]([CH3:38])=[CH:36][C:15]2[N:16]=[C:17]([C:19]3[CH:24]=[CH:23][N:22]=[C:21]([N:25]4[CH2:30][CH2:29][C:28]5[N:31]([CH3:35])[N:32]=[C:33]([CH3:34])[C:27]=5[CH2:26]4)[CH:20]=3)[S:18][C:14]=2[C:13]=1[C:39]1[CH:44]=[CH:43][C:42]([Cl:45])=[CH:41][CH:40]=1)[C:7]([O:9]CC)=[O:8])([CH3:4])([CH3:3])[CH3:2].CN1C2CCNCC=2C(C)=N1.[OH-].[Na+].CN(C=O)C. (2) Given the product [N+:1]([C:4]1[CH:12]=[CH:11][C:7]([C:8]([N:30]2[C:31]3[C:27](=[CH:26][C:25]([C:23]([NH:22][CH:19]([C:13]4[CH:14]=[CH:15][CH:16]=[CH:17][CH:18]=4)[CH2:20][CH3:21])=[O:24])=[CH:33][CH:32]=3)[CH:28]=[CH:29]2)=[O:9])=[CH:6][CH:5]=1)([O-:3])=[O:2], predict the reactants needed to synthesize it. The reactants are: [N+:1]([C:4]1[CH:12]=[CH:11][C:7]([C:8](Cl)=[O:9])=[CH:6][CH:5]=1)([O-:3])=[O:2].[C:13]1([CH:19]([NH:22][C:23]([C:25]2[CH:26]=[C:27]3[C:31](=[CH:32][CH:33]=2)[NH:30][CH:29]=[CH:28]3)=[O:24])[CH2:20][CH3:21])[CH:18]=[CH:17][CH:16]=[CH:15][CH:14]=1. (3) Given the product [CH3:12][O:11][C:9]1[CH:8]=[CH:7][C:5]2[N:6]=[C:2]([C:33]3[CH:34]=[C:29]([CH:30]=[CH:31][CH:32]=3)[C:27]([O:26][CH3:25])=[O:28])[S:3][C:4]=2[CH:10]=1, predict the reactants needed to synthesize it. The reactants are: Br[C:2]1[S:3][C:4]2[CH:10]=[C:9]([O:11][CH3:12])[CH:8]=[CH:7][C:5]=2[N:6]=1.COCCOC.C(=O)([O-])[O-].[Na+].[Na+].[CH3:25][O:26][C:27]([C:29]1[CH:30]=[C:31](B(O)O)[CH:32]=[CH:33][CH:34]=1)=[O:28]. (4) Given the product [Cl:19][C:17]1[C:16]([N:20]2[CH2:25][CH2:24][N:23]([C:26]3[CH:31]=[CH:30][CH:29]=[CH:28][N:27]=3)[CH2:22][CH2:21]2)=[C:15]([F:32])[CH:14]=[C:13]2[C:18]=1[N:9]([C:6]1[CH:5]=[CH:4][C:3]([CH2:2][NH:44][CH:39]3[CH2:43][CH2:42][CH2:41][CH2:40]3)=[CH:8][CH:7]=1)[CH:10]=[C:11]([C:34]([O:36][CH2:37][CH3:38])=[O:35])[C:12]2=[O:33], predict the reactants needed to synthesize it. The reactants are: Br[CH2:2][C:3]1[CH:8]=[CH:7][C:6]([N:9]2[C:18]3[C:13](=[CH:14][C:15]([F:32])=[C:16]([N:20]4[CH2:25][CH2:24][N:23]([C:26]5[CH:31]=[CH:30][CH:29]=[CH:28][N:27]=5)[CH2:22][CH2:21]4)[C:17]=3[Cl:19])[C:12](=[O:33])[C:11]([C:34]([O:36][CH2:37][CH3:38])=[O:35])=[CH:10]2)=[CH:5][CH:4]=1.[CH:39]1([NH2:44])[CH2:43][CH2:42][CH2:41][CH2:40]1. (5) Given the product [F:1][C:2]([F:36])([F:35])[C:3]1[CH:4]=[C:5]([C:13]([CH3:34])([CH3:33])[C:14]([N:16]([C:18]2[CH:19]=[N:20][C:21]([N:42]3[CH2:41][CH2:40][N:39]4[C:43](=[O:46])[CH2:44][CH2:45][C@@H:38]4[CH2:37]3)=[CH:22][C:23]=2[C:24]2[CH:29]=[CH:28][C:27]([F:30])=[CH:26][C:25]=2[CH3:31])[CH3:17])=[O:15])[CH:6]=[C:7]([C:9]([F:12])([F:11])[F:10])[CH:8]=1, predict the reactants needed to synthesize it. The reactants are: [F:1][C:2]([F:36])([F:35])[C:3]1[CH:4]=[C:5]([C:13]([CH3:34])([CH3:33])[C:14]([N:16]([C:18]2[CH:19]=[N:20][C:21](Cl)=[CH:22][C:23]=2[C:24]2[CH:29]=[CH:28][C:27]([F:30])=[CH:26][C:25]=2[CH3:31])[CH3:17])=[O:15])[CH:6]=[C:7]([C:9]([F:12])([F:11])[F:10])[CH:8]=1.[CH2:37]1[NH:42][CH2:41][CH2:40][N:39]2[C:43](=[O:46])[CH2:44][CH2:45][C@@H:38]12.C(=O)([O-])[O-].[K+].[K+].[NH4+].[Cl-]. (6) The reactants are: NC1N2C=C(C)N=C2C(C(NCC2CCN(CC(C)C)CC2)=O)=CC=1Cl.[NH2:27][C:28]1[N:33]2[CH:34]=[C:35]([CH2:37]C)[N:36]=[C:32]2[C:31]([CH2:39][C:40]([NH:42][CH2:43][CH:44]2[CH2:49][CH2:48][N:47]([CH2:50][C:51]([CH3:54])([CH3:53])[CH3:52])[CH2:46][CH2:45]2)=[O:41])=[CH:30][C:29]=1[Cl:55]. Given the product [NH2:27][C:28]1[N:33]2[CH:34]=[C:35]([CH3:37])[N:36]=[C:32]2[C:31]([CH2:39][C:40]([NH:42][CH2:43][CH:44]2[CH2:49][CH2:48][N:47]([CH2:50][C:51]([CH3:53])([CH3:52])[CH3:54])[CH2:46][CH2:45]2)=[O:41])=[CH:30][C:29]=1[Cl:55], predict the reactants needed to synthesize it. (7) Given the product [CH:14]([C:2]1[CH:11]=[C:10]([CH3:12])[CH:9]=[CH:8][C:3]=1[C:4]([O:6][CH3:7])=[O:5])=[CH2:15], predict the reactants needed to synthesize it. The reactants are: Br[C:2]1[CH:11]=[C:10]([CH3:12])[CH:9]=[CH:8][C:3]=1[C:4]([O:6][CH3:7])=[O:5].[K+].[CH:14]([B-](F)(F)F)=[CH2:15]. (8) Given the product [CH2:1]([N:8]1[CH2:26][CH2:25][C:11]2[N:12]=[C:13]([C:17]3[CH:18]=[C:19]([Cl:24])[CH:20]=[C:21]([Cl:23])[CH:22]=3)[N:14]=[C:15]([O:16][CH2:33][C:32]3[CH:35]=[CH:36][C:29]([C:27]#[N:28])=[CH:30][CH:31]=3)[C:10]=2[CH2:9]1)[C:2]1[CH:3]=[CH:4][CH:5]=[CH:6][CH:7]=1, predict the reactants needed to synthesize it. The reactants are: [CH2:1]([N:8]1[CH2:26][CH2:25][C:11]2[N:12]=[C:13]([C:17]3[CH:22]=[C:21]([Cl:23])[CH:20]=[C:19]([Cl:24])[CH:18]=3)[N:14]=[C:15]([OH:16])[C:10]=2[CH2:9]1)[C:2]1[CH:7]=[CH:6][CH:5]=[CH:4][CH:3]=1.[C:27]([C:29]1[CH:36]=[CH:35][C:32]([CH2:33]Br)=[CH:31][CH:30]=1)#[N:28]. (9) Given the product [CH3:10][O:9][C:7](=[O:8])[C:6]1[CH:11]=[CH:12][C:3]([CH2:2][NH:13][C@H:14]2[CH2:19][CH2:18][C@H:17]([OH:20])[CH2:16][CH2:15]2)=[CH:4][CH:5]=1, predict the reactants needed to synthesize it. The reactants are: Br[CH2:2][C:3]1[CH:12]=[CH:11][C:6]([C:7]([O:9][CH3:10])=[O:8])=[CH:5][CH:4]=1.[NH2:13][C@H:14]1[CH2:19][CH2:18][C@H:17]([OH:20])[CH2:16][CH2:15]1.C(=O)([O-])[O-].[K+].[K+].